Dataset: Forward reaction prediction with 1.9M reactions from USPTO patents (1976-2016). Task: Predict the product of the given reaction. Given the reactants [O:1]1[CH2:3][C@H:2]1[CH2:4][OH:5].N1C=CN=C1.[C:11]([Si:15](Cl)([C:22]1[CH:27]=[CH:26][CH:25]=[CH:24][CH:23]=1)[C:16]1[CH:21]=[CH:20][CH:19]=[CH:18][CH:17]=1)([CH3:14])([CH3:13])[CH3:12], predict the reaction product. The product is: [C:11]([Si:15]([O:5][CH2:4][C@@H:2]1[CH2:3][O:1]1)([C:22]1[CH:27]=[CH:26][CH:25]=[CH:24][CH:23]=1)[C:16]1[CH:17]=[CH:18][CH:19]=[CH:20][CH:21]=1)([CH3:14])([CH3:12])[CH3:13].